From a dataset of Reaction yield outcomes from USPTO patents with 853,638 reactions. Predict the reaction yield, written as a fraction of the theoretical maximum amount of product (1.0 means a 100% yield; for example, 0.34 means a 34% yield). (1) The reactants are [Br:1][C:2]1[CH:3]=[N:4][CH:5]=[C:6](Br)[CH:7]=1.[CH3:9][O-:10].[Na+]. The catalyst is CN(C=O)C. The product is [Br:1][C:2]1[CH:3]=[N:4][CH:5]=[C:6]([O:10][CH3:9])[CH:7]=1. The yield is 0.930. (2) The reactants are [CH3:1][O:2][C:3](=[O:29])[CH:4]([CH2:24][CH:25]=[CH:26][CH2:27]Br)[CH2:5][C:6]([CH3:23])=[CH:7][CH2:8][C:9]1[C:10]([OH:22])=[C:11]2[C:15](=[C:16]([CH3:20])[C:17]=1[O:18][CH3:19])[CH2:14][O:13][C:12]2=[O:21].[CH2:30]([O:32][P:33]([O:37]CC)[O:34][CH2:35][CH3:36])[CH3:31]. The catalyst is C1(C)C=CC=CC=1. The product is [CH3:1][O:2][C:3](=[O:29])[CH:4]([CH2:24][CH:25]=[CH:26][CH2:27][P:33]([O:34][CH2:35][CH3:36])([O:32][CH2:30][CH3:31])=[O:37])[CH2:5][C:6]([CH3:23])=[CH:7][CH2:8][C:9]1[C:10]([OH:22])=[C:11]2[C:15](=[C:16]([CH3:20])[C:17]=1[O:18][CH3:19])[CH2:14][O:13][C:12]2=[O:21]. The yield is 0.430.